This data is from Reaction yield outcomes from USPTO patents with 853,638 reactions. The task is: Predict the reaction yield, written as a fraction of the theoretical maximum amount of product (1.0 means a 100% yield; for example, 0.34 means a 34% yield). (1) The reactants are [F:1][C:2]1[CH:7]=[CH:6][CH:5]=[CH:4][C:3]=1[CH:8]1[C:13]([C:14]([O:16][CH2:17][CH3:18])=[O:15])=[C:12]([CH3:19])[NH:11][C:10](=[O:20])[NH:9]1.[N+]([O-])(O)=O.[OH-].[Na+]. No catalyst specified. The yield is 0.760. The product is [F:1][C:2]1[CH:7]=[CH:6][CH:5]=[CH:4][C:3]=1[C:8]1[C:13]([C:14]([O:16][CH2:17][CH3:18])=[O:15])=[C:12]([CH3:19])[NH:11][C:10](=[O:20])[N:9]=1. (2) The reactants are [Cl:1][C:2]1[CH:3]=[C:4](Br)[CH:5]=[C:6]([F:9])[C:7]=1[Cl:8].[Mg].[C:12]([O:16][C:17]([N:19]1[CH2:23][CH2:22][CH2:21][C:20]1([CH:27]=[O:28])[CH2:24][CH2:25][CH3:26])=[O:18])([CH3:15])([CH3:14])[CH3:13]. The catalyst is C1COCC1. The product is [C:12]([O:16][C:17]([N:19]1[CH2:23][CH2:22][CH2:21][C:20]1([CH:27]([C:4]1[CH:5]=[C:6]([F:9])[C:7]([Cl:8])=[C:2]([Cl:1])[CH:3]=1)[OH:28])[CH2:24][CH2:25][CH3:26])=[O:18])([CH3:14])([CH3:15])[CH3:13]. The yield is 0.500.